Predict the reaction yield, written as a fraction of the theoretical maximum amount of product (1.0 means a 100% yield; for example, 0.34 means a 34% yield). From a dataset of Reaction yield outcomes from USPTO patents with 853,638 reactions. (1) The reactants are [CH2:1]([Zn]CC)C.FC(F)(F)C(O)=O.ICI.[CH3:16][O:17][C:18]([CH:20]1[CH2:24][C:23](=[CH2:25])[CH2:22][N:21]1[C:26]([O:28][CH2:29][C:30]1[CH:35]=[CH:34][CH:33]=[CH:32][CH:31]=1)=[O:27])=[O:19].C[N+]1([O-])CCOCC1. The catalyst is ClCCl.C1COCC1.O.CC(C)=O.[Os](=O)(=O)(=O)=O. The product is [CH3:16][O:17][C:18]([CH:20]1[CH2:24][C:23]2([CH2:1][CH2:25]2)[CH2:22][N:21]1[C:26]([O:28][CH2:29][C:30]1[CH:31]=[CH:32][CH:33]=[CH:34][CH:35]=1)=[O:27])=[O:19]. The yield is 0.650. (2) The reactants are [NH2:1][C:2]1[CH:7]=[C:6]([N:8]2[CH:12]=[C:11]([C:13]3[CH:18]=[CH:17][CH:16]=[CH:15][C:14]=3[Cl:19])[C:10]([C:20]([NH2:22])=[O:21])=[CH:9]2)[C:5]([Cl:23])=[CH:4][N:3]=1.[C:24](Cl)(=[O:27])[O:25][CH3:26]. The catalyst is C(Cl)Cl. The product is [C:20]([C:10]1[C:11]([C:13]2[CH:18]=[CH:17][CH:16]=[CH:15][C:14]=2[Cl:19])=[CH:12][N:8]([C:6]2[C:5]([Cl:23])=[CH:4][N:3]=[C:2]([NH:1][C:24](=[O:27])[O:25][CH3:26])[CH:7]=2)[CH:9]=1)(=[O:21])[NH2:22]. The yield is 0.600. (3) The reactants are O1[C:5]2([CH2:10][CH2:9][CH:8]([C:11]3[S:12][CH:13]=[CH:14][N:15]=3)[CH2:7][CH2:6]2)[O:4]CC1.C([O-])([O-])=O.[Na+].[Na+]. The catalyst is C1COCC1. The product is [S:12]1[CH:13]=[CH:14][N:15]=[C:11]1[CH:8]1[CH2:7][CH2:6][C:5](=[O:4])[CH2:10][CH2:9]1. The yield is 0.950. (4) The product is [F:14][C:3]1[C:2]([C:28]2[CH:38]=[CH:37][C:31]([O:32][CH2:33][CH2:34][CH2:35][OH:36])=[CH:30][CH:29]=2)=[C:10]([F:11])[CH:9]=[C:8]2[C:4]=1[C:5]([CH:12]=[O:13])=[CH:6][NH:7]2. The catalyst is C1C=CC(P(C2C=CC=CC=2)[C-]2C=CC=C2)=CC=1.C1C=CC(P(C2C=CC=CC=2)[C-]2C=CC=C2)=CC=1.Cl[Pd]Cl.[Fe+2]. The reactants are Br[C:2]1[C:3]([F:14])=[C:4]2[C:8](=[CH:9][C:10]=1[F:11])[NH:7][CH:6]=[C:5]2[CH:12]=[O:13].C(=O)([O-])[O-].[K+].[K+].CC1(C)COB([C:28]2[CH:38]=[CH:37][C:31]([O:32][CH2:33][CH2:34][CH2:35][OH:36])=[CH:30][CH:29]=2)OC1. The yield is 0.200. (5) The reactants are C([O:4][CH2:5][C:6]1[C:7]([N:27]2[C:39](=[O:40])[C:38]3[S:37][C:36]4[CH2:35][CH2:34][CH2:33][CH2:32][C:31]=4[C:30]=3[CH:29]=[N:28]2)=[N:8][CH:9]=[CH:10][C:11]=1[C:12]1[CH:17]=[C:16]([NH:18][C:19]2[CH:23]=[C:22]([CH3:24])[O:21][N:20]=2)[C:15](=[O:25])[N:14]([CH3:26])[CH:13]=1)(=O)C.[OH-].[Li+]. The catalyst is C1COCC1.C(O)(C)C.O. The product is [OH:4][CH2:5][C:6]1[C:7]([N:27]2[C:39](=[O:40])[C:38]3[S:37][C:36]4[CH2:35][CH2:34][CH2:33][CH2:32][C:31]=4[C:30]=3[CH:29]=[N:28]2)=[N:8][CH:9]=[CH:10][C:11]=1[C:12]1[CH:17]=[C:16]([NH:18][C:19]2[CH:23]=[C:22]([CH3:24])[O:21][N:20]=2)[C:15](=[O:25])[N:14]([CH3:26])[CH:13]=1. The yield is 0.600. (6) The reactants are [F:1][C:2]1[CH:7]=[C:6](F)[CH:5]=[CH:4][C:3]=1[N+:9]([O-:11])=[O:10].[C:12]([O:16][C:17]([N:19]1[CH2:24][CH2:23][NH:22][CH2:21][CH2:20]1)=[O:18])([CH3:15])([CH3:14])[CH3:13].C(N(CC)CC)C.O. The catalyst is CN(C=O)C.C(OCC)(=O)C. The product is [C:12]([O:16][C:17]([N:19]1[CH2:24][CH2:23][N:22]([C:6]2[CH:5]=[CH:4][C:3]([N+:9]([O-:11])=[O:10])=[C:2]([F:1])[CH:7]=2)[CH2:21][CH2:20]1)=[O:18])([CH3:15])([CH3:13])[CH3:14]. The yield is 0.320. (7) The reactants are Cl[C:2]1[C:7]([C:8]([O:10][CH2:11][CH3:12])=[O:9])=[CH:6][N:5]=[C:4]([Cl:13])[CH:3]=1.[Br:14][C:15]1[CH:21]=[CH:20][C:18]([NH2:19])=[C:17]([CH3:22])[CH:16]=1.[Li+].C[Si]([N-][Si](C)(C)C)(C)C. The catalyst is C1COCC1.C(OC(=O)C)C.C1CCCCC1. The product is [CH2:11]([O:10][C:8](=[O:9])[C:7]1[C:2]([NH:19][C:18]2[CH:20]=[CH:21][C:15]([Br:14])=[CH:16][C:17]=2[CH3:22])=[CH:3][C:4]([Cl:13])=[N:5][CH:6]=1)[CH3:12]. The yield is 0.270. (8) The reactants are [N+:1]([C:4]1[CH:5]=[C:6]2[C:10](=[CH:11][CH:12]=1)[NH:9][N:8]=[C:7]2[C:13]1[CH:18]=[CH:17][CH:16]=[CH:15][CH:14]=1)([O-])=O. The catalyst is C(OCC)(=O)C.[Pd]. The product is [NH2:1][C:4]1[CH:5]=[C:6]2[C:10](=[CH:11][CH:12]=1)[NH:9][N:8]=[C:7]2[C:13]1[CH:18]=[CH:17][CH:16]=[CH:15][CH:14]=1. The yield is 0.880. (9) The reactants are [CH2:1]([O:8][C:9]([N:11]1[CH2:15][CH:14]([O:16][CH3:17])[C:13]([CH3:23])([C:18]([O:20]CC)=[O:19])[CH2:12]1)=[O:10])[C:2]1[CH:7]=[CH:6][CH:5]=[CH:4][CH:3]=1.[OH-].[Na+].O. The catalyst is C(O)C. The product is [CH2:1]([O:8][C:9]([N:11]1[CH2:15][CH:14]([O:16][CH3:17])[C:13]([CH3:23])([C:18]([OH:20])=[O:19])[CH2:12]1)=[O:10])[C:2]1[CH:7]=[CH:6][CH:5]=[CH:4][CH:3]=1. The yield is 0.890.